Dataset: Reaction yield outcomes from USPTO patents with 853,638 reactions. Task: Predict the reaction yield, written as a fraction of the theoretical maximum amount of product (1.0 means a 100% yield; for example, 0.34 means a 34% yield). (1) The reactants are C(N(C(C)C)C(C)C)C.[NH2:10][CH2:11][C:12]1([C:18]([O:20][CH2:21][CH3:22])=[O:19])[CH2:17][CH2:16][NH:15][CH2:14][CH2:13]1.Cl[C:24]1[C:25]2[CH:32]=[CH:31][NH:30][C:26]=2[N:27]=[CH:28][N:29]=1. The catalyst is CC(N(C)C)=O. The product is [NH2:10][CH2:11][C:12]1([C:18]([O:20][CH2:21][CH3:22])=[O:19])[CH2:17][CH2:16][N:15]([C:24]2[C:25]3[CH:32]=[CH:31][NH:30][C:26]=3[N:27]=[CH:28][N:29]=2)[CH2:14][CH2:13]1. The yield is 0.950. (2) The reactants are [C:1]([O:5][C:6]([N:8]1[CH2:13][CH2:12][CH:11]([NH:14][C:15]2[CH:20]=[CH:19][C:18]([CH3:21])=[CH:17][C:16]=2[N+:22]([O-])=O)[CH2:10][CH2:9]1)=[O:7])([CH3:4])([CH3:3])[CH3:2]. The catalyst is C(O)C.[Pd]. The product is [C:1]([O:5][C:6]([N:8]1[CH2:13][CH2:12][CH:11]([NH:14][C:15]2[CH:20]=[CH:19][C:18]([CH3:21])=[CH:17][C:16]=2[NH2:22])[CH2:10][CH2:9]1)=[O:7])([CH3:4])([CH3:3])[CH3:2]. The yield is 0.900. (3) The yield is 0.810. The reactants are [F:1][CH:2]([F:28])[C:3]1[C:4]([CH2:19][NH:20]C(=O)OC(C)(C)C)=[CH:5][C:6]([C:9]2[CH:10]=[N:11][C:12]([C:15]([F:18])([F:17])[F:16])=[N:13][CH:14]=2)=[N:7][CH:8]=1.[ClH:29]. The catalyst is O1CCOCC1. The product is [ClH:29].[F:28][CH:2]([F:1])[C:3]1[C:4]([CH2:19][NH2:20])=[CH:5][C:6]([C:9]2[CH:14]=[N:13][C:12]([C:15]([F:18])([F:17])[F:16])=[N:11][CH:10]=2)=[N:7][CH:8]=1. (4) The reactants are [CH:1]1[C:6]2[C:7]3[C:18](=O)[C:17]4[CH:16]=[CH:15][CH:14]=[CH:13][C:12]=4[C:8]=3[O:9][C:10](=[O:11])[C:5]=2[CH:4]=[CH:3][CH:2]=1.[NH2:20][CH2:21][CH2:22][CH2:23][CH2:24][CH2:25][NH2:26].C(Cl)(Cl)[Cl:28]. No catalyst specified. The product is [ClH:28].[NH2:20][CH2:21][CH2:22][CH2:23][CH2:24][CH2:25][N:26]1[C:7]2[C:6]3[CH:1]=[CH:2][CH:3]=[CH:4][C:5]=3[C:10](=[O:11])[C:18]=2[C:17]2[C:12](=[CH:13][CH:14]=[CH:15][CH:16]=2)[C:8]1=[O:9]. The yield is 0.820. (5) The reactants are [Br:1][C:2]1[CH:3]=[C:4](F)[C:5]([N+:13]([O-:15])=[O:14])=[C:6]([N:8]2[CH:12]=[CH:11][CH:10]=[N:9]2)[CH:7]=1.[NH3:17]. The catalyst is C(O)C.CO. The product is [Br:1][C:2]1[CH:7]=[C:6]([N:8]2[CH:12]=[CH:11][CH:10]=[N:9]2)[C:5]([N+:13]([O-:15])=[O:14])=[C:4]([NH2:17])[CH:3]=1. The yield is 0.860. (6) The reactants are [F:1][C:2]([F:16])([F:15])[CH2:3][O:4][C:5]1[CH:6]=[CH:7][C:8]([C:11]([O:13]C)=[O:12])=[N:9][CH:10]=1.[OH-].[Na+]. The catalyst is CO. The product is [F:16][C:2]([F:1])([F:15])[CH2:3][O:4][C:5]1[CH:6]=[CH:7][C:8]([C:11]([OH:13])=[O:12])=[N:9][CH:10]=1. The yield is 0.290. (7) The reactants are [Cl:1][C:2]1[C:3]([OH:14])=[CH:4][C:5]([O:12][CH3:13])=[C:6]([CH:11]=1)[C:7](OC)=[O:8].[H-].[Al+3].[Li+].[H-].[H-].[H-].C([C@@H]([C@H](C([O-])=O)O)O)([O-])=O.C(OCC)(=O)C. The catalyst is C1COCC1. The product is [Cl:1][C:2]1[CH:11]=[C:6]([CH2:7][OH:8])[C:5]([O:12][CH3:13])=[CH:4][C:3]=1[OH:14]. The yield is 4.50.